From a dataset of Catalyst prediction with 721,799 reactions and 888 catalyst types from USPTO. Predict which catalyst facilitates the given reaction. (1) Reactant: Br[C:2]1[CH:3]=[C:4]([NH:10][C:11]2[CH:15]=[C:14]([CH3:16])[N:13]([CH3:17])[N:12]=2)[C:5](=[O:9])[N:6]([CH3:8])[CH:7]=1.[C:18]([O:21][CH2:22][C:23]1[C:24]([N:32]2[N:41]=[CH:40][C:39]3[C:34](=[C:35]([F:46])[CH:36]=[C:37]([C:42]([CH3:45])([CH3:44])[CH3:43])[CH:38]=3)[C:33]2=[O:47])=[N:25][CH:26]=[CH:27][C:28]=1B(O)O)(=[O:20])[CH3:19].[O-]P([O-])([O-])=O.[K+].[K+].[K+].C([O-])(=O)C.[Na+]. Product: [C:18]([O:21][CH2:22][C:23]1[C:24]([N:32]2[N:41]=[CH:40][C:39]3[C:34](=[C:35]([F:46])[CH:36]=[C:37]([C:42]([CH3:44])([CH3:43])[CH3:45])[CH:38]=3)[C:33]2=[O:47])=[N:25][CH:26]=[CH:27][C:28]=1[C:2]1[CH:3]=[C:4]([NH:10][C:11]2[CH:15]=[C:14]([CH3:16])[N:13]([CH3:17])[N:12]=2)[C:5](=[O:9])[N:6]([CH3:8])[CH:7]=1)(=[O:20])[CH3:19]. The catalyst class is: 543. (2) Reactant: [Cl:1][C:2]1[CH:3]=[C:4](/[C:12](=[N:16]\[O:17][CH:18]2[CH2:22][CH2:21][CH2:20][CH2:19]2)/[C:13]([OH:15])=O)[CH:5]=[CH:6][C:7]=1[S:8]([CH3:11])(=[O:10])=[O:9].[S:23]1[CH:27]=[CH:26][N:25]=[C:24]1[NH2:28].C(N(CC)C(C)C)(C)C. Product: [Cl:1][C:2]1[CH:3]=[C:4](/[C:12](=[N:16]\[O:17][CH:18]2[CH2:22][CH2:21][CH2:20][CH2:19]2)/[C:13]([NH:28][C:24]2[S:23][CH:27]=[CH:26][N:25]=2)=[O:15])[CH:5]=[CH:6][C:7]=1[S:8]([CH3:11])(=[O:9])=[O:10]. The catalyst class is: 10. (3) Reactant: FC(F)(F)C(O)=O.[C:8]([C:11]1[CH2:12][CH2:13][NH:14][CH2:15][CH:16]=1)(=[O:10])[NH2:9].Cl[C:18]1[C:19]2[C:27]([CH3:28])=[CH:26][N:25]([C:29]3[C:33]([CH:34]([CH3:36])C)=[CH:32][S:31][C:30]=3[CH3:37])[C:20]=2[N:21]=[C:22]([CH3:24])[N:23]=1.[CH:38](N(C(C)C)CC)([CH3:40])[CH3:39].C(=O)([O-])O.[Na+]. Product: [C:8]([C:11]1[CH2:16][CH2:15][N:14]([C:18]2[C:19]3[C:27]([CH3:28])=[CH:26][N:25]([C:29]4[CH:33]=[CH:34][C:36]([CH:38]([CH3:40])[CH3:39])=[CH:37][C:30]=4[S:31][CH3:32])[C:20]=3[N:21]=[C:22]([CH3:24])[N:23]=2)[CH2:13][CH:12]=1)(=[O:10])[NH2:9]. The catalyst class is: 8. (4) Reactant: [CH3:1][O:2][C:3](=[O:31])[CH2:4][CH2:5][C:6]1[CH:11]=[CH:10][C:9]([NH:12][CH2:13][C:14]2[S:18][C:17]([C:19]3[CH:24]=[CH:23][C:22]([C:25]([F:28])([F:27])[F:26])=[CH:21][CH:20]=3)=[N:16][C:15]=2[CH3:29])=[CH:8][C:7]=1[CH3:30].N1C=CC=CC=1.Cl[C:39]([O:41][CH3:42])=[O:40].O. Product: [CH3:1][O:2][C:3](=[O:31])[CH2:4][CH2:5][C:6]1[CH:11]=[CH:10][C:9]([N:12]([C:39]([O:41][CH3:42])=[O:40])[CH2:13][C:14]2[S:18][C:17]([C:19]3[CH:20]=[CH:21][C:22]([C:25]([F:27])([F:28])[F:26])=[CH:23][CH:24]=3)=[N:16][C:15]=2[CH3:29])=[CH:8][C:7]=1[CH3:30]. The catalyst class is: 2. (5) Reactant: [CH3:1][O:2][CH:3]1[CH2:8][CH2:7][CH:6]([C:9]([OH:11])=O)[CH2:5][CH2:4]1.Cl.CN(C)CCCN=C=N[CH2:21][CH3:22].[OH2:24].[OH:25]N1C2C=CC=CC=2N=N1.COC([CH2:39][N:40]1[C:53]2[C:48](=[CH:49][CH:50]=[CH:51][CH:52]=2)[C:42]2([CH2:47][CH2:46][NH:45][CH2:44][CH2:43]2)[C:41]1=[O:54])=O. Product: [CH3:22][C:21]([O:25][CH2:39][N:40]1[C:53]2[C:48](=[CH:49][C:50]([C:9]([CH:6]3[CH2:5][CH2:4][CH:3]([O:2][CH3:1])[CH2:8][CH2:7]3)=[O:11])=[CH:51][CH:52]=2)[C:42]2([CH2:43][CH2:44][NH:45][CH2:46][CH2:47]2)[C:41]1=[O:54])=[O:24]. The catalyst class is: 120. (6) The catalyst class is: 77. Product: [C@H:1]([NH:5][C:6]1[C:7]([C:35]2[O:36][C:32]3[CH:31]=[CH:30][C:29]([F:28])=[CH:40][C:33]=3[CH:34]=2)=[N:8][C:9]2[C:14]([N:15]=1)=[CH:13][C:12]([C:16]([O:18][CH3:19])=[O:17])=[CH:11][CH:10]=2)([CH2:3][CH3:4])[CH3:2]. Reactant: [C@H:1]([NH:5][C:6]1[C:7](OS(C(F)(F)F)(=O)=O)=[N:8][C:9]2[C:14]([N:15]=1)=[CH:13][C:12]([C:16]([O:18][CH3:19])=[O:17])=[CH:11][CH:10]=2)([CH2:3][CH3:4])[CH3:2].[F:28][C:29]1[CH:30]=[CH:31][C:32]2[O:36][C:35](B(O)O)=[CH:34][C:33]=2[CH:40]=1.[O-]P([O-])([O-])=O.[K+].[K+].[K+].